This data is from Reaction yield outcomes from USPTO patents with 853,638 reactions. The task is: Predict the reaction yield, written as a fraction of the theoretical maximum amount of product (1.0 means a 100% yield; for example, 0.34 means a 34% yield). (1) The reactants are [F:1][C:2]1[CH:7]=[CH:6][C:5]([N:8]2[CH:12]=[CH:11][C:10]([C:13]([OH:15])=O)=[N:9]2)=[CH:4][CH:3]=1.[CH3:16][C:17]1[CH:18]=[CH:19][N:20]2[CH:25]=[CH:24][N:23]=[C:22]([N:26]3[CH2:30][CH2:29][C@H:28]([NH2:31])[CH2:27]3)[C:21]=12.CCCP(=O)=O.CN1CCOCC1. The catalyst is C(Cl)Cl. The product is [F:1][C:2]1[CH:3]=[CH:4][C:5]([N:8]2[CH:12]=[CH:11][C:10]([C:13]([NH:31][C@H:28]3[CH2:29][CH2:30][N:26]([C:22]4[C:21]5[N:20]([CH:19]=[CH:18][C:17]=5[CH3:16])[CH:25]=[CH:24][N:23]=4)[CH2:27]3)=[O:15])=[N:9]2)=[CH:6][CH:7]=1. The yield is 0.570. (2) The reactants are [N+:1](/[CH:4]=[CH:5]/[C:6]1[CH:19]=[CH:18][C:9]([CH2:10][O:11][C:12]2[CH:17]=[CH:16][CH:15]=[CH:14][N:13]=2)=[CH:8][CH:7]=1)([O-:3])=[O:2].C(O)(=O)C.[BH4-].[Na+]. The catalyst is CS(C)=O. The product is [N+:1]([CH2:4][CH2:5][C:6]1[CH:19]=[CH:18][C:9]([CH2:10][O:11][C:12]2[CH:17]=[CH:16][CH:15]=[CH:14][N:13]=2)=[CH:8][CH:7]=1)([O-:3])=[O:2]. The yield is 0.771. (3) The reactants are [C:1]([C:5]1[CH:10]=[CH:9][C:8]([S:11]([NH:14][C:15]2[CH:16]=[C:17]3[C:21](=[CH:22][CH:23]=2)[NH:20][C:19]([C:24](O)=[O:25])=[C:18]3[C:27]2[CH:32]=[CH:31][C:30]([CH3:33])=[CH:29][CH:28]=2)(=[O:13])=[O:12])=[CH:7][CH:6]=1)([CH3:4])([CH3:3])[CH3:2].[NH2:34][C:35]1[CH:40]=[CH:39][N:38]=[CH:37][CH:36]=1. The product is [N:38]1[CH:39]=[CH:40][C:35]([NH:34][C:24]([C:19]2[NH:20][C:21]3[C:17]([C:18]=2[C:27]2[CH:32]=[CH:31][C:30]([CH3:33])=[CH:29][CH:28]=2)=[CH:16][C:15]([NH:14][S:11]([C:8]2[CH:9]=[CH:10][C:5]([C:1]([CH3:2])([CH3:3])[CH3:4])=[CH:6][CH:7]=2)(=[O:12])=[O:13])=[CH:23][CH:22]=3)=[O:25])=[CH:36][CH:37]=1. No catalyst specified. The yield is 0.650. (4) The reactants are CC(C)([O-])C.[Na+].CC1(C)P([C:24]2[CH:29]=[CH:28][CH:27]=[CH:26][C:25]=2[C:24]2[C:29](C(C)C)=[CH:28][C:27](C(C)C)=[CH:26][C:25]=2C(C)C)C(C)(C)CC2(OCCO2)C1.BrC1C=CC=CC=1.[C:49]1([SH:55])[CH:54]=[CH:53][CH:52]=[CH:51][CH:50]=1. The catalyst is C1C=CC(/C=C/C(/C=C/C2C=CC=CC=2)=O)=CC=1.C1C=CC(/C=C/C(/C=C/C2C=CC=CC=2)=O)=CC=1.C1C=CC(/C=C/C(/C=C/C2C=CC=CC=2)=O)=CC=1.[Pd].[Pd].O1CCOCC1. The product is [C:49]1([S:55][C:24]2[CH:25]=[CH:26][CH:27]=[CH:28][CH:29]=2)[CH:54]=[CH:53][CH:52]=[CH:51][CH:50]=1. The yield is 0.880. (5) The reactants are [CH2:1]([N:8]1[C:16]2[C:11](=[CH:12][C:13]([OH:18])=[CH:14][C:15]=2[CH3:17])[C:10]([CH:19]2[CH2:24][CH2:23][N:22]([CH3:25])[CH2:21][CH2:20]2)=[CH:9]1)[C:2]1[CH:7]=[CH:6][CH:5]=[CH:4][CH:3]=1.[H-].[Na+].[F:28][C:29]1[CH:34]=[CH:33][CH:32]=[C:31]([F:35])[C:30]=1[S:36](Cl)(=[O:38])=[O:37]. The catalyst is C1COCC1. The product is [CH2:1]([N:8]1[C:16]2[C:11](=[CH:12][C:13]([O:18][S:36]([C:30]3[C:31]([F:35])=[CH:32][CH:33]=[CH:34][C:29]=3[F:28])(=[O:38])=[O:37])=[CH:14][C:15]=2[CH3:17])[C:10]([CH:19]2[CH2:24][CH2:23][N:22]([CH3:25])[CH2:21][CH2:20]2)=[CH:9]1)[C:2]1[CH:3]=[CH:4][CH:5]=[CH:6][CH:7]=1. The yield is 0.450. (6) The reactants are C1COCC1.[O:6]([C:13]1[CH:14]=[C:15]([N:19]([CH2:27][C:28]2[CH:33]=[CH:32][CH:31]=[C:30](Br)[CH:29]=2)[CH2:20][CH:21]([OH:26])[C:22]([F:25])([F:24])[F:23])[CH:16]=[CH:17][CH:18]=1)[C:7]1[CH:12]=[CH:11][CH:10]=[CH:9][CH:8]=1.[CH2:35]([Mg]Br)[C:36]1[CH:41]=[CH:40][CH:39]=[CH:38][CH:37]=1.[NH4+].[Cl-]. The catalyst is C1C=CC([P]([Pd]([P](C2C=CC=CC=2)(C2C=CC=CC=2)C2C=CC=CC=2)([P](C2C=CC=CC=2)(C2C=CC=CC=2)C2C=CC=CC=2)[P](C2C=CC=CC=2)(C2C=CC=CC=2)C2C=CC=CC=2)(C2C=CC=CC=2)C2C=CC=CC=2)=CC=1.CCO. The product is [O:6]([C:13]1[CH:14]=[C:15]([N:19]([CH2:27][C:28]2[CH:33]=[CH:32][CH:31]=[C:30]([CH2:35][C:36]3[CH:41]=[CH:40][CH:39]=[CH:38][CH:37]=3)[CH:29]=2)[CH2:20][CH:21]([OH:26])[C:22]([F:25])([F:24])[F:23])[CH:16]=[CH:17][CH:18]=1)[C:7]1[CH:12]=[CH:11][CH:10]=[CH:9][CH:8]=1. The yield is 0.620. (7) The reactants are [CH2:1]([N:8]1[CH2:13][C:12](=O)[NH:11][C@@H:10]([CH2:15][O:16][CH2:17][C:18]2[CH:23]=[CH:22][C:21]([O:24][CH3:25])=[CH:20][CH:19]=2)[C:9]1=O)[C:2]1[CH:7]=[CH:6][CH:5]=[CH:4][CH:3]=1.[H-].[Al+3].[Li+].[H-].[H-].[H-].C(C(C(C([O-])=O)O)O)([O-])=O.[Na+].[K+].[Al]. The catalyst is O1CCCC1.C(OCC)(=O)C. The product is [CH2:1]([N:8]1[CH2:13][CH2:12][NH:11][C@@H:10]([CH2:15][O:16][CH2:17][C:18]2[CH:19]=[CH:20][C:21]([O:24][CH3:25])=[CH:22][CH:23]=2)[CH2:9]1)[C:2]1[CH:3]=[CH:4][CH:5]=[CH:6][CH:7]=1. The yield is 0.980. (8) The reactants are [Cl:1][C:2]1[CH:7]=[C:6]([Cl:8])[CH:5]=[CH:4][C:3]=1[OH:9].C([O-])([O-])=O.[K+].[K+].[CH2:16]([O:18][C:19](=[O:24])[C:20](Br)([CH3:22])[CH3:21])[CH3:17].[NH4+].[Cl-]. The catalyst is CN(C)C(=O)C.O. The product is [CH2:16]([O:18][C:19](=[O:24])[C:20]([O:9][C:3]1[CH:4]=[CH:5][C:6]([Cl:8])=[CH:7][C:2]=1[Cl:1])([CH3:22])[CH3:21])[CH3:17]. The yield is 0.500. (9) The yield is 0.700. The product is [CH3:1][S:2]([C:5]1[CH:10]=[C:9]([N+:11]([O-:13])=[O:12])[CH:8]=[C:7]([O:18][CH3:17])[CH:6]=1)(=[O:4])=[O:3]. The catalyst is CO. The reactants are [CH3:1][S:2]([C:5]1[CH:10]=[C:9]([N+:11]([O-:13])=[O:12])[CH:8]=[C:7]([N+]([O-])=O)[CH:6]=1)(=[O:4])=[O:3].[CH3:17][O-:18].[Na+].O.